From a dataset of Peptide-MHC class II binding affinity with 134,281 pairs from IEDB. Regression. Given a peptide amino acid sequence and an MHC pseudo amino acid sequence, predict their binding affinity value. This is MHC class II binding data. (1) The peptide sequence is FDELELDPPEIEPGV. The MHC is DRB3_0202 with pseudo-sequence DRB3_0202. The binding affinity (normalized) is 0. (2) The peptide sequence is KVERQWIPSVCFSTL. The MHC is DRB5_0101 with pseudo-sequence DRB5_0101. The binding affinity (normalized) is 0. (3) The peptide sequence is LATVSDLSTKAACPTM. The MHC is DRB1_0404 with pseudo-sequence DRB1_0404. The binding affinity (normalized) is 0.